From a dataset of Reaction yield outcomes from USPTO patents with 853,638 reactions. Predict the reaction yield, written as a fraction of the theoretical maximum amount of product (1.0 means a 100% yield; for example, 0.34 means a 34% yield). The reactants are [CH3:1][O:2][C:3](=[O:19])[CH2:4][P:5]([O:13][CH2:14][C:15]([F:18])([F:17])[F:16])([O:7][CH2:8][C:9]([F:12])([F:11])[F:10])=[O:6].C[Si]([N-][Si](C)(C)C)(C)C.[Na+].Br[CH2:31][C:32]([CH3:55])=[CH:33][CH2:34][C:35]1[C:43]([O:44][CH2:45][CH2:46][Si:47]([CH3:50])([CH3:49])[CH3:48])=[C:42]2[C:38]([CH2:39][O:40][C:41]2=[O:51])=[C:37]([CH3:52])[C:36]=1[O:53][CH3:54].[Cl-].[NH4+]. The catalyst is C1COCC1.CCOC(C)=O. The product is [CH3:1][O:2][C:3](=[O:19])[CH:4]([P:5]([O:7][CH2:8][C:9]([F:12])([F:10])[F:11])([O:13][CH2:14][C:15]([F:18])([F:16])[F:17])=[O:6])[CH2:31][C:32]([CH3:55])=[CH:33][CH2:34][C:35]1[C:43]([O:44][CH2:45][CH2:46][Si:47]([CH3:50])([CH3:48])[CH3:49])=[C:42]2[C:38](=[C:37]([CH3:52])[C:36]=1[O:53][CH3:54])[CH2:39][O:40][C:41]2=[O:51]. The yield is 0.480.